Dataset: Reaction yield outcomes from USPTO patents with 853,638 reactions. Task: Predict the reaction yield, written as a fraction of the theoretical maximum amount of product (1.0 means a 100% yield; for example, 0.34 means a 34% yield). (1) The reactants are CO.[CH3:3][C:4]1[CH:9]=[CH:8][C:7]([C:10]([C:36]2[CH:41]=[CH:40][C:39]([CH3:42])=[CH:38][CH:37]=2)([OH:35])[CH:11]2[CH2:16][CH2:15][N:14]([CH2:17][CH2:18][CH2:19][CH:20]([C:22]3[CH:27]=[CH:26][C:25]([C:28]([CH3:34])([CH3:33])[C:29]([O:31]C)=[O:30])=[CH:24][CH:23]=3)[OH:21])[CH2:13][CH2:12]2)=[CH:6][CH:5]=1.[OH-].[Na+]. The yield is 0.340. The catalyst is O. The product is [CH3:42][C:39]1[CH:38]=[CH:37][C:36]([C:10]([C:7]2[CH:6]=[CH:5][C:4]([CH3:3])=[CH:9][CH:8]=2)([OH:35])[CH:11]2[CH2:16][CH2:15][N:14]([CH2:17][CH2:18][CH2:19][CH:20]([C:22]3[CH:27]=[CH:26][C:25]([C:28]([CH3:34])([CH3:33])[C:29]([OH:31])=[O:30])=[CH:24][CH:23]=3)[OH:21])[CH2:13][CH2:12]2)=[CH:41][CH:40]=1. (2) The reactants are [F:1][C:2]1[CH:7]=[CH:6][C:5]([NH:8][C:9]([NH:11][C:12]2[N:16]([C:17]3[CH:22]=[CH:21][CH:20]=[CH:19][CH:18]=3)[N:15]=[C:14]([C:23]([F:26])([F:25])[F:24])[CH:13]=2)=[O:10])=[CH:4][C:3]=1[O:27]C.B(Br)(Br)Br. The catalyst is C(Cl)Cl. The product is [C:2]1([N:8]([C:5]2[CH:6]=[CH:7][C:2]([F:1])=[C:3]([OH:27])[CH:4]=2)[C:9]([NH:11][C:12]2[N:16]([C:17]3[CH:18]=[CH:19][CH:20]=[CH:21][CH:22]=3)[N:15]=[C:14]([C:23]([F:25])([F:24])[F:26])[CH:13]=2)=[O:10])[CH:7]=[CH:6][CH:5]=[CH:4][CH:3]=1. The yield is 0.340. (3) The reactants are [NH2:1][C:2]1[C:3]([S:12]CC2C=CC=CC=2)=[C:4]([CH:9]=[CH:10][CH:11]=1)[C:5]([O:7][CH3:8])=[O:6].C(O)(=O)C.Cl.[N:25]([O-])=O.[Na+]. The catalyst is O. The product is [S:12]1[C:3]2[C:4]([C:5]([O:7][CH3:8])=[O:6])=[CH:9][CH:10]=[CH:11][C:2]=2[N:1]=[N:25]1. The yield is 0.650. (4) The reactants are [O:1](CC1C=CC(N)=CC=1)[C@@H:2]1[O:10][C@H:9]([CH2:11][OH:12])[C@@H:7]([OH:8])[C@H:5]([OH:6])[C@H:3]1[OH:4]. The catalyst is CO.[Pd]. The product is [O:1]=[CH:2][C@@H:3]([C@H:5]([C@@H:7]([C@@H:9]([CH2:11][OH:12])[OH:10])[OH:8])[OH:6])[OH:4]. The yield is 1.00. (5) The reactants are C[O:2][C:3](=[O:29])[C:4]1[CH:9]=[CH:8][C:7]([CH:10]=[C:11]2[C:20]3[C:15](=[CH:16][C:17]4[C:24]([CH3:26])([CH3:25])[CH2:23][CH2:22][C:21]([CH3:28])([CH3:27])[C:18]=4[CH:19]=3)[O:14][CH2:13][CH2:12]2)=[CH:6][CH:5]=1.Cl. The catalyst is CO. The product is [CH3:27][C:21]1([CH3:28])[C:18]2[CH:19]=[C:20]3[C:15](=[CH:16][C:17]=2[C:24]([CH3:26])([CH3:25])[CH2:23][CH2:22]1)[O:14][CH2:13][CH:12]=[C:11]3[CH2:10][C:7]1[CH:8]=[CH:9][C:4]([C:3]([OH:29])=[O:2])=[CH:5][CH:6]=1. The yield is 0.890. (6) The reactants are [C:1]([C:5]1[CH:10]=[CH:9][C:8]([N:11]2[C:15]([OH:16])=[C:14]([CH:17]=O)[C:13]([CH3:19])=[N:12]2)=[CH:7][CH:6]=1)([CH3:4])([CH3:3])[CH3:2].[CH3:20][O:21][C:22]([C:24]1[CH:33]=[CH:32][C:27]([C:28]([NH:30][NH2:31])=[O:29])=[CH:26][CH:25]=1)=[O:23]. The catalyst is CN(C)C=O. The product is [C:1]([C:5]1[CH:10]=[CH:9][C:8]([N:11]2[C:15](=[O:16])[C:14](=[CH:17][NH:31][NH:30][C:28](=[O:29])[C:27]3[CH:26]=[CH:25][C:24]([C:22]([O:21][CH3:20])=[O:23])=[CH:33][CH:32]=3)[C:13]([CH3:19])=[N:12]2)=[CH:7][CH:6]=1)([CH3:4])([CH3:3])[CH3:2]. The yield is 0.420.